This data is from Full USPTO retrosynthesis dataset with 1.9M reactions from patents (1976-2016). The task is: Predict the reactants needed to synthesize the given product. (1) Given the product [CH3:24][O:25][C:26]([CH:28]1[CH2:32][C:31]2([S:33][CH2:34][CH2:35][CH2:36][S:37]2)[CH2:30][NH:29]1)=[O:27], predict the reactants needed to synthesize it. The reactants are: C(Cl)CCl.C1C=CC2N(O)N=NC=2C=1.CCN(C(C)C)C(C)C.[CH3:24][O:25][C:26]([CH:28]1[CH2:32][C:31]2([S:37][CH2:36][CH2:35][CH2:34][S:33]2)[CH2:30][N:29]1C(=O)C(N)C(C)(C)C)=[O:27]. (2) Given the product [Br:16][C:14]1[O:15][C:11]([C:9]2[C:8]([CH3:20])=[CH:7][N:6]=[C:5]([NH:4][C:1](=[O:3])[CH3:2])[CH:10]=2)=[CH:12][C:13]=1[C:17]1[N:22]=[CH:24][NH:29][N:19]=1, predict the reactants needed to synthesize it. The reactants are: [C:1]([NH:4][C:5]1[CH:10]=[C:9]([C:11]2[O:15][C:14]([Br:16])=[C:13]([C:17]([NH2:19])=O)[CH:12]=2)[C:8]([CH3:20])=[CH:7][N:6]=1)(=[O:3])[CH3:2].C[N:22]([CH:24](OC)OC)C.[NH2:29]N.